From a dataset of hERG potassium channel inhibition data for cardiac toxicity prediction from Karim et al.. Regression/Classification. Given a drug SMILES string, predict its toxicity properties. Task type varies by dataset: regression for continuous values (e.g., LD50, hERG inhibition percentage) or binary classification for toxic/non-toxic outcomes (e.g., AMES mutagenicity, cardiotoxicity, hepatotoxicity). Dataset: herg_karim. The compound is CS(=O)(=O)Nc1ccc(OCC(O)CNCCc2ccc(Cl)cc2)cc1. The result is 1 (blocker).